This data is from Forward reaction prediction with 1.9M reactions from USPTO patents (1976-2016). The task is: Predict the product of the given reaction. (1) Given the reactants [CH3:1][C:2]1[CH:3]=[C:4]([CH:27]=[CH:28][C:29]=1[CH3:30])[CH2:5][N:6]1[C:10]([CH3:11])=[C:9]([CH2:12][CH2:13][CH2:14][C:15]2[CH:20]=[CH:19][C:18]([O:21]C)=[CH:17][CH:16]=2)[N:8]([CH2:23][CH2:24][CH3:25])[C:7]1=[O:26].B(Br)(Br)Br, predict the reaction product. The product is: [CH3:1][C:2]1[CH:3]=[C:4]([CH:27]=[CH:28][C:29]=1[CH3:30])[CH2:5][N:6]1[C:10]([CH3:11])=[C:9]([CH2:12][CH2:13][CH2:14][C:15]2[CH:16]=[CH:17][C:18]([OH:21])=[CH:19][CH:20]=2)[N:8]([CH2:23][CH2:24][CH3:25])[C:7]1=[O:26]. (2) Given the reactants [Br:1][C:2]1[CH:3]=[C:4]2[C:9](=[CH:10][CH:11]=1)[C:8](Cl)=[N:7][N:6]=[C:5]2[Cl:13].CS(C)=[O:16].BrC1C=C2C(C(Cl)=NNC2=O)=CC=1, predict the reaction product. The product is: [Br:1][C:2]1[CH:3]=[C:4]2[C:9](=[CH:10][CH:11]=1)[C:8](=[O:16])[NH:7][N:6]=[C:5]2[Cl:13].